From a dataset of NCI-60 drug combinations with 297,098 pairs across 59 cell lines. Regression. Given two drug SMILES strings and cell line genomic features, predict the synergy score measuring deviation from expected non-interaction effect. (1) Drug 2: CC12CCC3C(C1CCC2OP(=O)(O)O)CCC4=C3C=CC(=C4)OC(=O)N(CCCl)CCCl.[Na+]. Cell line: SK-OV-3. Drug 1: CC(C1=C(C=CC(=C1Cl)F)Cl)OC2=C(N=CC(=C2)C3=CN(N=C3)C4CCNCC4)N. Synergy scores: CSS=0.278, Synergy_ZIP=3.73, Synergy_Bliss=-0.547, Synergy_Loewe=-2.63, Synergy_HSA=-1.21. (2) Drug 1: C(CC(=O)O)C(=O)CN.Cl. Drug 2: COC1=C2C(=CC3=C1OC=C3)C=CC(=O)O2. Cell line: SK-MEL-28. Synergy scores: CSS=12.7, Synergy_ZIP=-2.03, Synergy_Bliss=1.84, Synergy_Loewe=-2.36, Synergy_HSA=-3.93. (3) Drug 1: CC12CCC3C(C1CCC2O)C(CC4=C3C=CC(=C4)O)CCCCCCCCCS(=O)CCCC(C(F)(F)F)(F)F. Synergy scores: CSS=0.667, Synergy_ZIP=10.4, Synergy_Bliss=13.2, Synergy_Loewe=-0.0498, Synergy_HSA=0.855. Cell line: HOP-62. Drug 2: CN(C(=O)NC(C=O)C(C(C(CO)O)O)O)N=O. (4) Synergy scores: CSS=1.55, Synergy_ZIP=1.21, Synergy_Bliss=1.53, Synergy_Loewe=1.32, Synergy_HSA=0.958. Cell line: SW-620. Drug 2: CN(C)C(=N)N=C(N)N. Drug 1: CC12CCC3C(C1CCC2NC(=O)OCC(F)(F)F)CCC4C3(C=CC(=O)N4C)C. (5) Drug 1: C1C(C(OC1N2C=C(C(=O)NC2=O)F)CO)O. Drug 2: COCCOC1=C(C=C2C(=C1)C(=NC=N2)NC3=CC=CC(=C3)C#C)OCCOC.Cl. Cell line: SF-295. Synergy scores: CSS=20.7, Synergy_ZIP=-1.79, Synergy_Bliss=-1.73, Synergy_Loewe=-10.3, Synergy_HSA=-0.297. (6) Drug 1: CC1=CC2C(CCC3(C2CCC3(C(=O)C)OC(=O)C)C)C4(C1=CC(=O)CC4)C. Drug 2: CC1=C2C(C(=O)C3(C(CC4C(C3C(C(C2(C)C)(CC1OC(=O)C(C(C5=CC=CC=C5)NC(=O)OC(C)(C)C)O)O)OC(=O)C6=CC=CC=C6)(CO4)OC(=O)C)O)C)O. Cell line: HCT116. Synergy scores: CSS=57.4, Synergy_ZIP=19.6, Synergy_Bliss=18.6, Synergy_Loewe=-13.4, Synergy_HSA=18.9. (7) Drug 1: C1CC2CC3=C(CC1C24CN(S(=O)(=O)N4)CC(F)(F)F)C=CC(=C3)C=CCN5CCC(CC5)C(F)(F)F. Drug 2: CCC1(C2=C(COC1=O)C(=O)N3CC4=CC5=C(C=CC(=C5CN(C)C)O)N=C4C3=C2)O. Cell line: OVCAR3. Synergy scores: CSS=66.6, Synergy_ZIP=-7.78, Synergy_Bliss=-8.55, Synergy_Loewe=-13.7, Synergy_HSA=-0.349. (8) Drug 1: C1C(C(OC1N2C=C(C(=O)NC2=O)F)CO)O. Drug 2: CC1=C(N=C(N=C1N)C(CC(=O)N)NCC(C(=O)N)N)C(=O)NC(C(C2=CN=CN2)OC3C(C(C(C(O3)CO)O)O)OC4C(C(C(C(O4)CO)O)OC(=O)N)O)C(=O)NC(C)C(C(C)C(=O)NC(C(C)O)C(=O)NCCC5=NC(=CS5)C6=NC(=CS6)C(=O)NCCC[S+](C)C)O. Cell line: OVCAR-4. Synergy scores: CSS=12.6, Synergy_ZIP=-4.07, Synergy_Bliss=-0.514, Synergy_Loewe=3.24, Synergy_HSA=3.57. (9) Drug 1: CCC1=CC2CC(C3=C(CN(C2)C1)C4=CC=CC=C4N3)(C5=C(C=C6C(=C5)C78CCN9C7C(C=CC9)(C(C(C8N6C)(C(=O)OC)O)OC(=O)C)CC)OC)C(=O)OC.C(C(C(=O)O)O)(C(=O)O)O. Drug 2: CC1C(C(CC(O1)OC2CC(CC3=C2C(=C4C(=C3O)C(=O)C5=C(C4=O)C(=CC=C5)OC)O)(C(=O)C)O)N)O.Cl. Cell line: SR. Synergy scores: CSS=88.5, Synergy_ZIP=3.87, Synergy_Bliss=3.65, Synergy_Loewe=2.59, Synergy_HSA=5.67. (10) Drug 1: C1=CC=C(C=C1)NC(=O)CCCCCCC(=O)NO. Drug 2: CC(C)(C#N)C1=CC(=CC(=C1)CN2C=NC=N2)C(C)(C)C#N. Cell line: KM12. Synergy scores: CSS=0.183, Synergy_ZIP=-2.39, Synergy_Bliss=-9.48, Synergy_Loewe=-7.01, Synergy_HSA=-10.0.